Task: Predict the reactants needed to synthesize the given product.. Dataset: Full USPTO retrosynthesis dataset with 1.9M reactions from patents (1976-2016) (1) Given the product [N+:19]([C:22]1[CH:23]=[CH:24][C:25]([C:28]2[CH:36]=[C:35]3[C:31]([C:32]([NH:45][C:46](=[O:50])[CH2:47][CH2:48][CH3:49])=[N:33][NH:34]3)=[CH:30][CH:29]=2)=[CH:26][CH:27]=1)([O-:21])=[O:20], predict the reactants needed to synthesize it. The reactants are: [F-].C([N+](CCCC)(CCCC)CCCC)CCC.[N+:19]([C:22]1[CH:27]=[CH:26][C:25]([C:28]2[CH:36]=[C:35]3[C:31]([C:32]([NH:45][C:46](=[O:50])[CH2:47][CH2:48][CH3:49])=[N:33][N:34]3COCC[Si](C)(C)C)=[CH:30][CH:29]=2)=[CH:24][CH:23]=1)([O-:21])=[O:20].C(OCC)(=O)C.C(=O)([O-])O.[Na+]. (2) Given the product [CH2:1]([N:8]([CH:9]([CH3:15])[C:10]([O:12][CH2:13][CH3:14])=[O:11])[CH2:21][CH2:20][CH2:19][C:18]([O:17][CH3:16])=[O:23])[C:2]1[CH:7]=[CH:6][CH:5]=[CH:4][CH:3]=1, predict the reactants needed to synthesize it. The reactants are: [CH2:1]([NH:8][CH:9]([CH3:15])[C:10]([O:12][CH2:13][CH3:14])=[O:11])[C:2]1[CH:7]=[CH:6][CH:5]=[CH:4][CH:3]=1.[CH3:16][O:17][C:18](=[O:23])[CH2:19][CH2:20][CH:21]=O.[BH-](OC(C)=O)(OC(C)=O)OC(C)=O.[Na+]. (3) Given the product [CH2:14]([O:20][C:1]1[CH:2]=[CH:3][CH:4]=[CH:5][CH:6]=1)[CH2:15][C:16]#[CH:17], predict the reactants needed to synthesize it. The reactants are: [C:1]1(S(OCC#C)(=O)=O)[CH:6]=[CH:5][CH:4]=[CH:3][CH:2]=1.[C:14]1([OH:20])C=C[CH:17]=[CH:16][CH:15]=1.C1C(O)=CC=CC=1C. (4) The reactants are: [NH2:1][C@H:2]([C:9]([OH:11])=[O:10])[CH2:3][C:4]1[N:8]=[CH:7][NH:6][CH:5]=1.[ClH:12].[CH2:13]=O. Given the product [ClH:12].[ClH:12].[N:8]1[C:4]2[CH2:3][C@@H:2]([C:9]([OH:11])=[O:10])[NH:1][CH2:13][C:5]=2[NH:6][CH:7]=1, predict the reactants needed to synthesize it. (5) Given the product [CH3:20][C:14]1[CH:15]=[C:16]([CH3:19])[CH:17]=[CH:18][C:13]=1[C:12](=[O:11])[CH2:2][C:1]#[N:3], predict the reactants needed to synthesize it. The reactants are: [C:1](#[N:3])[CH3:2].C([Li])CCC.C([O:11][C:12](=O)[C:13]1[CH:18]=[CH:17][C:16]([CH3:19])=[CH:15][C:14]=1[CH3:20])C.[OH-].[Na+]. (6) The reactants are: [Zr:1].[C:2]([OH:6])(=[O:5])[CH:3]=[CH2:4]. Given the product [C:2]([O-:6])(=[O:5])[CH:3]=[CH2:4].[C:2]([O-:6])(=[O:5])[CH:3]=[CH2:4].[C:2]([O-:6])(=[O:5])[CH:3]=[CH2:4].[C:2]([O-:6])(=[O:5])[CH:3]=[CH2:4].[Zr+4:1], predict the reactants needed to synthesize it. (7) The reactants are: [CH3:1][N:2]1[C:6]2[CH2:7][N:8](C(OC(C)(C)C)=O)[CH2:9][CH2:10][C:5]=2[CH:4]=[N:3]1.Cl.CC(=O)OCC. Given the product [CH3:1][N:2]1[C:6]2[CH2:7][NH:8][CH2:9][CH2:10][C:5]=2[CH:4]=[N:3]1, predict the reactants needed to synthesize it. (8) Given the product [C:1]([C:3]1[CH:4]=[CH:5][C:6]([NH:9][C:10]2[N:15]=[C:14]([N:16]3[CH2:20][CH2:19][CH2:18][CH2:17]3)[C:13]([C:21]#[C:22][CH2:23][CH2:24][CH2:25][NH:26][C:27](=[O:32])[C@@H:28]([N:30]([CH3:31])[C:53](=[O:54])/[CH:52]=[CH:51]/[CH2:50][N:49]([CH3:56])[CH3:48])[CH3:29])=[CH:12][N:11]=2)=[CH:7][CH:8]=1)#[N:2], predict the reactants needed to synthesize it. The reactants are: [C:1]([C:3]1[CH:8]=[CH:7][C:6]([NH:9][C:10]2[N:15]=[C:14]([N:16]3[CH2:20][CH2:19][CH2:18][CH2:17]3)[C:13]([C:21]#[C:22][CH2:23][CH2:24][CH2:25][NH:26][C:27](=[O:32])[C@@H:28]([NH:30][CH3:31])[CH3:29])=[CH:12][N:11]=2)=[CH:5][CH:4]=1)#[N:2].C1(N)C(F)=C(F)C(F)=C(N)C=1F.Cl.Cl.Cl.[CH3:48][N:49]([CH3:56])[CH2:50]/[CH:51]=[CH:52]/[C:53](O)=[O:54]. (9) Given the product [Br:9][C:10]1[CH:11]=[C:12]([C:16](=[O:24])/[C:17](/[C:18]2[CH:19]=[CH:20][N:21]=[CH:22][CH:23]=2)=[CH:3]/[N:4]([CH3:5])[CH3:6])[CH:13]=[CH:14][CH:15]=1, predict the reactants needed to synthesize it. The reactants are: CO[CH:3](OC)[N:4]([CH3:6])[CH3:5].[Br:9][C:10]1[CH:11]=[C:12]([C:16](=[O:24])[CH2:17][C:18]2[CH:23]=[CH:22][N:21]=[CH:20][CH:19]=2)[CH:13]=[CH:14][CH:15]=1.